This data is from Full USPTO retrosynthesis dataset with 1.9M reactions from patents (1976-2016). The task is: Predict the reactants needed to synthesize the given product. (1) Given the product [NH:10]1[C:18]2[C:13](=[CH:14][C:15]([NH:19][C:20]3[CH:25]=[CH:24][N:23]=[C:22]4[CH:26]=[C:27]([C:29]5[CH:36]=[CH:35][C:32]([CH2:33][N:1]6[CH2:6][CH2:5][CH:4]([C:7]([NH2:9])=[O:8])[CH2:3][CH2:2]6)=[CH:31][CH:30]=5)[S:28][C:21]=34)=[CH:16][CH:17]=2)[CH:12]=[CH:11]1, predict the reactants needed to synthesize it. The reactants are: [NH:1]1[CH2:6][CH2:5][CH:4]([C:7]([NH2:9])=[O:8])[CH2:3][CH2:2]1.[NH:10]1[C:18]2[C:13](=[CH:14][C:15]([NH:19][C:20]3[CH:25]=[CH:24][N:23]=[C:22]4[CH:26]=[C:27]([C:29]5[CH:36]=[CH:35][C:32]([CH:33]=O)=[CH:31][CH:30]=5)[S:28][C:21]=34)=[CH:16][CH:17]=2)[CH:12]=[CH:11]1. (2) Given the product [CH3:27][C:24]1[N:25]=[CH:26][C:21]([CH2:20][CH2:19][N:15]([C:12]2[CH:13]=[CH:14][C:9]([CH3:17])=[CH:10][CH:11]=2)[NH2:16])=[CH:22][CH:23]=1, predict the reactants needed to synthesize it. The reactants are: C(N(CC)CC)C.Cl.[C:9]1([CH3:17])[CH:14]=[CH:13][C:12]([NH:15][NH2:16])=[CH:11][CH:10]=1.Br[CH2:19][CH2:20][C:21]1[CH:22]=[CH:23][C:24]([CH3:27])=[N:25][CH:26]=1. (3) Given the product [NH:37]1[C:38]2[C:34](=[C:33]([NH:32][C:30]([NH:12][C@H:10]3[CH2:11][C@@H:7]([C:1]4[CH:6]=[CH:5][CH:4]=[CH:3][CH:2]=4)[CH:8]=[CH:9]3)=[O:29])[CH:41]=[CH:40][CH:39]=2)[CH:35]=[N:36]1, predict the reactants needed to synthesize it. The reactants are: [C:1]1([C@@H:7]2[CH2:11][C@H:10]([NH2:12])[CH:9]=[CH:8]2)[CH:6]=[CH:5][CH:4]=[CH:3][CH:2]=1.C(N(C(C)C)CC)(C)C.O=C1CCC(=O)N1[O:29][C:30]([NH:32][C:33]1[CH:41]=[CH:40][CH:39]=[C:38]2[C:34]=1[CH:35]=[N:36][N:37]2C(OC)=O)=O.C(=O)(OC)N.[OH-].[Na+]. (4) Given the product [CH2:9]([NH:10][C:3]([CH2:2][O:12][C:13]1[N:14]=[C:15]([C:19]2[CH:20]=[CH:21][C:22]([C:25]([OH:27])=[O:26])=[CH:23][CH:24]=2)[S:16][C:17]=1[CH3:18])=[O:4])[CH2:8][CH:7]([CH3:11])[CH3:6], predict the reactants needed to synthesize it. The reactants are: Cl[CH2:2][C:3](Cl)=[O:4].[CH3:6][CH:7]([CH3:11])[CH2:8][CH2:9][NH2:10].[OH:12][C:13]1[N:14]=[C:15]([C:19]2[CH:24]=[CH:23][C:22]([C:25]([O:27]C)=[O:26])=[CH:21][CH:20]=2)[S:16][C:17]=1[CH3:18]. (5) Given the product [CH3:1][O:2][C:3]([C:5]1[CH:13]=[C:12]2[C:8]([C:9]3[C:17]([Cl:21])=[N:16][CH:15]=[N:14][C:10]=3[NH:11]2)=[CH:7][CH:6]=1)=[O:4], predict the reactants needed to synthesize it. The reactants are: [CH3:1][O:2][C:3]([C:5]1[CH:13]=[C:12]2[C:8]([C:9]3[C:17](O)=[N:16][CH:15]=[N:14][C:10]=3[NH:11]2)=[CH:7][CH:6]=1)=[O:4].O=P(Cl)(Cl)[Cl:21]. (6) Given the product [CH3:11][C:8]1[CH:9]=[CH:10][C:5]([C:18]([C:14]2[C:13]([C:21]([OH:20])=[O:22])=[N:12][CH:17]=[CH:16][CH:15]=2)=[O:19])=[CH:6][CH:7]=1, predict the reactants needed to synthesize it. The reactants are: II.[Mg].Br[C:5]1[CH:10]=[CH:9][C:8]([CH3:11])=[CH:7][CH:6]=1.[N:12]1[CH:17]=[CH:16][CH:15]=[C:14]2[C:18]([O:20][C:21](=[O:22])[C:13]=12)=[O:19]. (7) Given the product [CH3:1][C:2]1[C:6]([CH2:7][O:8][C:9]2[CH:14]=[CH:13][C:12]([S:15]([N:18]([C:19]3[C:24]([CH3:25])=[CH:23][C:22]([CH3:26])=[CH:21][N:20]=3)[CH2:28][CH:29]([CH3:31])[CH3:30])(=[O:17])=[O:16])=[CH:11][CH:10]=2)=[C:5]([CH3:27])[O:4][N:3]=1, predict the reactants needed to synthesize it. The reactants are: [CH3:1][C:2]1[C:6]([CH2:7][O:8][C:9]2[CH:14]=[CH:13][C:12]([S:15]([NH:18][C:19]3[C:24]([CH3:25])=[CH:23][C:22]([CH3:26])=[CH:21][N:20]=3)(=[O:17])=[O:16])=[CH:11][CH:10]=2)=[C:5]([CH3:27])[O:4][N:3]=1.[CH3:28][C:29](N=C(N(C)C)N(C)C)([CH3:31])[CH3:30].BrCC(C)C. (8) The reactants are: [Br:1][C:2]1[CH:7]=[CH:6][C:5]([SH:8])=[CH:4][C:3]=1[CH3:9].[H-].[Na+].I[CH3:13]. Given the product [Br:1][C:2]1[CH:7]=[CH:6][C:5]([S:8][CH3:13])=[CH:4][C:3]=1[CH3:9], predict the reactants needed to synthesize it.